Predict which catalyst facilitates the given reaction. From a dataset of Catalyst prediction with 721,799 reactions and 888 catalyst types from USPTO. (1) Reactant: CN[C:3]([C:5]1[N:6]([CH2:20][CH3:21])[CH:7]=[C:8]([C:10]#[C:11][C:12]2[CH:17]=[CH:16][CH:15]=[C:14]([O:18][CH3:19])[CH:13]=2)[CH:9]=1)=[O:4].[CH3:22][CH2:23][Mg+].[Br-]. The catalyst class is: 1. Product: [CH2:20]([N:6]1[CH:7]=[C:8]([C:10]#[C:11][C:12]2[CH:17]=[CH:16][CH:15]=[C:14]([O:18][CH3:19])[CH:13]=2)[CH:9]=[C:5]1[C:3](=[O:4])[CH2:22][CH3:23])[CH3:21]. (2) Reactant: C(N/[C:5](=[CH:9]/[C:10]1[CH:15]=[C:14]([C:16]([F:19])([F:18])[F:17])[C:13]([NH2:20])=[C:12]([Cl:21])[CH:11]=1)/[C:6]([OH:8])=[O:7])(=O)C.Cl.[OH2:23]. Product: [NH2:20][C:13]1[C:14]([C:16]([F:19])([F:18])[F:17])=[CH:15][C:10](/[CH:9]=[C:5](/[OH:23])\[C:6]([OH:8])=[O:7])=[CH:11][C:12]=1[Cl:21]. The catalyst class is: 37.